From a dataset of Full USPTO retrosynthesis dataset with 1.9M reactions from patents (1976-2016). Predict the reactants needed to synthesize the given product. (1) Given the product [NH2:17][CH2:16][C@@H:10]1[C@H:11]([CH3:15])[CH2:12][CH2:13][CH2:14][N:9]1[C:7]([C:6]1[CH:28]=[C:2]([F:1])[CH:3]=[CH:4][C:5]=1[C:29]1[N:30]=[CH:31][CH:32]=[CH:33][N:34]=1)=[O:8], predict the reactants needed to synthesize it. The reactants are: [F:1][C:2]1[CH:3]=[CH:4][C:5]([C:29]2[N:34]=[CH:33][CH:32]=[CH:31][N:30]=2)=[C:6]([CH:28]=1)[C:7]([N:9]1[CH2:14][CH2:13][CH2:12][C@@H:11]([CH3:15])[C@H:10]1[CH2:16][N:17]1C(=O)C2C(=CC=CC=2)C1=O)=[O:8].NN.O. (2) Given the product [OH:17][CH:16]([C:14]1[S:15][C:11]([C:6]2[CH:7]=[CH:8][C:9](=[O:10])[N:4]([CH:1]([CH3:3])[CH3:2])[CH:5]=2)=[CH:12][CH:13]=1)[CH3:18], predict the reactants needed to synthesize it. The reactants are: [CH:1]([N:4]1[C:9](=[O:10])[CH:8]=[CH:7][C:6]([C:11]2[S:15][C:14]([CH:16]=[O:17])=[CH:13][CH:12]=2)=[CH:5]1)([CH3:3])[CH3:2].[CH3:18][Mg]Br.C(OCC)C. (3) Given the product [OH:4][C@H:5]([CH3:25])[CH2:6][CH2:7][CH2:8][CH2:9][N:10]1[C:19](=[O:20])[C:18]2[N:17]([CH3:21])[C:16]([CH2:22][Cl:28])=[N:15][C:14]=2[N:13]([CH3:24])[C:11]1=[O:12], predict the reactants needed to synthesize it. The reactants are: C([O:4][C@H:5]([CH3:25])[CH2:6][CH2:7][CH2:8][CH2:9][N:10]1[C:19](=[O:20])[C:18]2[N:17]([CH3:21])[C:16]([CH2:22]O)=[N:15][C:14]=2[N:13]([CH3:24])[C:11]1=[O:12])(=O)C.S(Cl)([Cl:28])=O. (4) Given the product [Cl:20][C:19]1[C:2]([Cl:1])=[CH:3][C:4]2[NH:8][C:7]([C:9]([OH:17])([CH2:14][C:15]#[C:16][C:22]3[CH:27]=[CH:26][CH:25]=[CH:24][CH:23]=3)[C:10]([F:13])([F:11])[F:12])=[N:6][C:5]=2[CH:18]=1, predict the reactants needed to synthesize it. The reactants are: [Cl:1][C:2]1[C:19]([Cl:20])=[CH:18][C:5]2[NH:6][C:7]([C:9]([OH:17])([CH2:14][C:15]#[CH:16])[C:10]([F:13])([F:12])[F:11])=[N:8][C:4]=2[CH:3]=1.I[C:22]1[CH:27]=[CH:26][CH:25]=[CH:24][CH:23]=1.C(N(CC)CC)C. (5) Given the product [O:45]=[C:46]([N:63]1[CH2:68][CH2:67][N:66]([C:18]([C:17]2[CH:16]=[N:15][CH:14]=[CH:13][C:12]=2[C:11]([F:10])([F:22])[F:21])=[O:20])[CH2:65][CH2:64]1)[CH2:47][NH:48][C:49]([C:51]1[CH:52]=[CH:53][C:54]([C:57]2[CH:62]=[CH:61][CH:60]=[CH:59][CH:58]=2)=[CH:55][CH:56]=1)=[O:50], predict the reactants needed to synthesize it. The reactants are: CCN(C(C)C)C(C)C.[F:10][C:11]([F:22])([F:21])[C:12]1[C:17]([C:18]([OH:20])=O)=[CH:16][N:15]=[CH:14][CH:13]=1.C1C=CC2N(O)N=NC=2C=1.CCN=C=NCCCN(C)C.Cl.[O:45]=[C:46]([N:63]1[CH2:68][CH2:67][NH:66][CH2:65][CH2:64]1)[CH2:47][NH:48][C:49]([C:51]1[CH:56]=[CH:55][C:54]([C:57]2[CH:62]=[CH:61][CH:60]=[CH:59][CH:58]=2)=[CH:53][CH:52]=1)=[O:50]. (6) Given the product [ClH:28].[NH2:19][C@@H:17]1[CH2:18][C@H:16]1[C:13]1[CH:14]=[CH:15][C:10]([NH:9][C:1](=[O:8])[C:2]2[CH:7]=[CH:6][CH:5]=[CH:4][CH:3]=2)=[C:11]([CH3:27])[CH:12]=1, predict the reactants needed to synthesize it. The reactants are: [C:1]([NH:9][C:10]1[CH:15]=[CH:14][C:13]([C@@H:16]2[CH2:18][C@H:17]2[NH:19]C(=O)OC(C)(C)C)=[CH:12][C:11]=1[CH3:27])(=[O:8])[C:2]1[CH:7]=[CH:6][CH:5]=[CH:4][CH:3]=1.[ClH:28].COC1CCCC1. (7) Given the product [Br:1][C:2]1[C:7]2[O:8][C@@H:9]([CH2:12][O:13][S:27]([C:24]3[CH:25]=[CH:26][C:21]([CH3:31])=[CH:22][CH:23]=3)(=[O:29])=[O:28])[CH2:10][O:11][C:6]=2[CH:5]=[CH:4][CH:3]=1, predict the reactants needed to synthesize it. The reactants are: [Br:1][C:2]1[C:7]2[O:8][C@@H:9]([CH2:12][OH:13])[CH2:10][O:11][C:6]=2[CH:5]=[CH:4][CH:3]=1.CCN(CC)CC.[C:21]1([CH3:31])[CH:26]=[CH:25][C:24]([S:27](Cl)(=[O:29])=[O:28])=[CH:23][CH:22]=1.